From a dataset of Reaction yield outcomes from USPTO patents with 853,638 reactions. Predict the reaction yield, written as a fraction of the theoretical maximum amount of product (1.0 means a 100% yield; for example, 0.34 means a 34% yield). (1) The reactants are [O:1]([CH2:8][C@@H:9]1[CH2:11][O:10]1)[C:2]1[CH:7]=[CH:6][CH:5]=[CH:4][CH:3]=1.[C:12]([O:16][C:17]([N:19]1[CH2:24][CH2:23][CH:22]([NH2:25])[CH2:21][CH2:20]1)=[O:18])([CH3:15])([CH3:14])[CH3:13]. The catalyst is C(O)C. The product is [C:12]([O:16][C:17]([N:19]1[CH2:24][CH2:23][CH:22]([NH:25][CH2:11][C@H:9]([OH:10])[CH2:8][O:1][C:2]2[CH:7]=[CH:6][CH:5]=[CH:4][CH:3]=2)[CH2:21][CH2:20]1)=[O:18])([CH3:15])([CH3:13])[CH3:14]. The yield is 0.720. (2) The reactants are [NH2:1][CH2:2][CH2:3][CH2:4][CH2:5][NH2:6].[C:7](#[N:10])[CH:8]=[CH2:9]. The catalyst is CO. The product is [C:7]([CH2:8][CH2:9][NH:1][CH2:2][CH2:3][CH2:4][CH2:5][NH2:6])#[N:10]. The yield is 0.800. (3) The reactants are Br[C:2]1[CH:3]=[C:4]2[C:9](=[CH:10][C:11]=1[O:12][CH2:13][C:14]1[CH:22]=[CH:21][C:17]([C:18]([OH:20])=[O:19])=[CH:16][CH:15]=1)[NH:8][C:7](=[O:23])[CH2:6][CH2:5]2.[Cl:24][C:25]1[CH:30]=[CH:29][C:28](B(O)O)=[CH:27][CH:26]=1.C(=O)(O)[O-].[Na+].O. The catalyst is CN(C)C=O.C(OCC)(=O)C.C1C=CC([P]([Pd]([P](C2C=CC=CC=2)(C2C=CC=CC=2)C2C=CC=CC=2)([P](C2C=CC=CC=2)(C2C=CC=CC=2)C2C=CC=CC=2)[P](C2C=CC=CC=2)(C2C=CC=CC=2)C2C=CC=CC=2)(C2C=CC=CC=2)C2C=CC=CC=2)=CC=1. The product is [Cl:24][C:25]1[CH:30]=[CH:29][C:28]([C:2]2[CH:3]=[C:4]3[C:9](=[CH:10][C:11]=2[O:12][CH2:13][C:14]2[CH:22]=[CH:21][C:17]([C:18]([OH:20])=[O:19])=[CH:16][CH:15]=2)[NH:8][C:7](=[O:23])[CH2:6][CH2:5]3)=[CH:27][CH:26]=1. The yield is 0.660. (4) The reactants are [CH2:1]([C:3]1[CH:4]=[N:5][CH:6]=[CH:7][C:8]=1[CH2:9][S:10][C:11]1[N:16]=[C:15]([OH:17])[CH:14]=[C:13]([CH3:18])[N:12]=1)[CH3:2].[ClH:19].O1CCOCC1. The catalyst is CO. The product is [ClH:19].[CH2:1]([C:3]1[CH:4]=[N:5][CH:6]=[CH:7][C:8]=1[CH2:9][S:10][C:11]1[N:16]=[C:15]([OH:17])[CH:14]=[C:13]([CH3:18])[N:12]=1)[CH3:2]. The yield is 0.970. (5) The catalyst is CN(C)C=O. The reactants are [F:1][C:2]1[CH:7]=[C:6]([O:8][C:9]2[CH:14]=[CH:13][N:12]=[C:11]([NH:15][C:16]([N:18]([CH3:26])[CH:19]3[CH2:24][CH2:23][N:22]([CH3:25])[CH2:21][CH2:20]3)=[O:17])[CH:10]=2)[CH:5]=[CH:4][C:3]=1[NH:27][C:28]([C:30]1([C:33]([OH:35])=O)[CH2:32][CH2:31]1)=[O:29].[NH2:36][CH:37]1[CH2:42][CH2:41][N:40]([CH3:43])[CH2:39][CH2:38]1.C(N(CC)CC)C.F[P-](F)(F)(F)(F)F.N1(O[P+](N(C)C)(N(C)C)N(C)C)C2C=CC=CC=2N=N1. The yield is 0.420. The product is [F:1][C:2]1[CH:7]=[C:6]([O:8][C:9]2[CH:14]=[CH:13][N:12]=[C:11]([NH:15][C:16]([N:18]([CH3:26])[CH:19]3[CH2:20][CH2:21][N:22]([CH3:25])[CH2:23][CH2:24]3)=[O:17])[CH:10]=2)[CH:5]=[CH:4][C:3]=1[NH:27][C:28]([C:30]1([C:33]([NH:36][CH:37]2[CH2:42][CH2:41][N:40]([CH3:43])[CH2:39][CH2:38]2)=[O:35])[CH2:31][CH2:32]1)=[O:29]. (6) The reactants are [NH:1]1[C:5]2=[N:6][CH:7]=[CH:8][CH:9]=[C:4]2[C:3]2([C:21]3[C:12](=[CH:13][C:14]4[O:19][CH2:18][CH2:17][O:16][C:15]=4[CH:20]=3)[O:11][CH2:10]2)[C:2]1=[O:22].C(=O)([O-])[O-].[Cs+].[Cs+].[I-].[K+].Br.Br[CH2:33][C:34]1[CH:39]=[CH:38][CH:37]=[CH:36][N:35]=1. The catalyst is CN(C)C=O. The product is [N:35]1[CH:36]=[CH:37][CH:38]=[CH:39][C:34]=1[CH2:33][N:1]1[C:5]2=[N:6][CH:7]=[CH:8][CH:9]=[C:4]2[C:3]2([C:21]3[C:12](=[CH:13][C:14]4[O:19][CH2:18][CH2:17][O:16][C:15]=4[CH:20]=3)[O:11][CH2:10]2)[C:2]1=[O:22]. The yield is 0.330. (7) The reactants are F[P-](F)(F)(F)(F)F.N1(O[P+](N(C)C)(N(C)C)N(C)C)C2C=CC=CC=2N=N1.[NH2:28][C@H:29]1[CH2:34][CH2:33][C@H:32]([NH:35][C:36]2[CH:37]=[C:38]([N:55](CC3C=CC(OC)=CC=3)[C:56]3[CH:61]=[CH:60][CH:59]=[CH:58][N:57]=3)[C:39]3[N:40]([C:42]([C:45]([NH:47][C:48]4[CH:53]=[CH:52][N:51]=[C:50]([F:54])[CH:49]=4)=[O:46])=[CH:43][N:44]=3)[N:41]=2)[CH2:31][CH2:30]1.CCN(C(C)C)C(C)C.C(OC([NH:87][C@H:88]([CH3:92])[C:89](O)=[O:90])=O)(C)(C)C.C(O)(C(F)(F)F)=O. The catalyst is C(Cl)Cl. The product is [NH2:87][C@@H:88]([C:89]([NH:28][C@H:29]1[CH2:30][CH2:31][C@H:32]([NH:35][C:36]2[CH:37]=[C:38]([NH:55][C:56]3[CH:61]=[CH:60][CH:59]=[CH:58][N:57]=3)[C:39]3[N:40]([C:42]([C:45]([NH:47][C:48]4[CH:53]=[CH:52][N:51]=[C:50]([F:54])[CH:49]=4)=[O:46])=[CH:43][N:44]=3)[N:41]=2)[CH2:33][CH2:34]1)=[O:90])[CH3:92]. The yield is 0.419. (8) The reactants are FC(F)(F)S(O[C:7]1[CH:8]=[C:9]2[C:13](=[C:14]([F:16])[CH:15]=1)[NH:12][CH:11]=[CH:10]2)(=O)=O.[B:19]1([B:19]2[O:23][C:22]([CH3:25])([CH3:24])[C:21]([CH3:27])([CH3:26])[O:20]2)[O:23][C:22]([CH3:25])([CH3:24])[C:21]([CH3:27])([CH3:26])[O:20]1.C([O-])(=O)C.[K+]. The catalyst is COCCOC.C1C=CC(P(C2C=CC=CC=2)[C-]2C=CC=C2)=CC=1.C1C=CC(P(C2C=CC=CC=2)[C-]2C=CC=C2)=CC=1.Cl[Pd]Cl.[Fe+2]. The product is [F:16][C:14]1[CH:15]=[C:7]([B:19]2[O:23][C:22]([CH3:25])([CH3:24])[C:21]([CH3:27])([CH3:26])[O:20]2)[CH:8]=[C:9]2[C:13]=1[NH:12][CH:11]=[CH:10]2. The yield is 0.650. (9) The reactants are [F:1][C:2]1[CH:3]=[C:4]([CH:23]=[C:24]([F:26])[CH:25]=1)[C:5]([C:7]1[CH:8]=[C:9]2[C:13](=[CH:14][CH:15]=1)[NH:12][N:11]=[C:10]2[NH:16][C:17](=[O:22])[C:18]([F:21])([F:20])[F:19])=[O:6].Cl[C:28]([C:41]1[CH:46]=[CH:45][CH:44]=[CH:43][CH:42]=1)([C:35]1[CH:40]=[CH:39][CH:38]=[CH:37][CH:36]=1)[C:29]1[CH:34]=[CH:33][CH:32]=[CH:31][CH:30]=1.C(N(CC)CC)C. The catalyst is ClCCl. The product is [F:1][C:2]1[CH:3]=[C:4]([CH:23]=[C:24]([F:26])[CH:25]=1)[C:5]([C:7]1[CH:8]=[C:9]2[C:13](=[CH:14][CH:15]=1)[N:12]([C:28]([C:29]1[CH:34]=[CH:33][CH:32]=[CH:31][CH:30]=1)([C:41]1[CH:42]=[CH:43][CH:44]=[CH:45][CH:46]=1)[C:35]1[CH:36]=[CH:37][CH:38]=[CH:39][CH:40]=1)[N:11]=[C:10]2[NH:16][C:17](=[O:22])[C:18]([F:20])([F:21])[F:19])=[O:6]. The yield is 0.860. (10) The reactants are [NH2:1][C:2]1[CH:3]=[CH:4][C:5]([C:21]([N:23]2[CH2:28][CH2:27][CH2:26][CH2:25][CH2:24]2)=[O:22])=[C:6]([NH:8][S:9]([C:12]2[C:17]3=[N:18][S:19][N:20]=[C:16]3[CH:15]=[CH:14][CH:13]=2)(=[O:11])=[O:10])[CH:7]=1.CO[CH:31]1[CH2:35][CH2:34][CH:33](OC)O1. The catalyst is C(O)(=O)C.C(Cl)Cl. The product is [N:23]1([C:21]([C:5]2[CH:4]=[CH:3][C:2]([N:1]3[CH:31]=[CH:35][CH:34]=[CH:33]3)=[CH:7][C:6]=2[NH:8][S:9]([C:12]2[C:17]3=[N:18][S:19][N:20]=[C:16]3[CH:15]=[CH:14][CH:13]=2)(=[O:11])=[O:10])=[O:22])[CH2:24][CH2:25][CH2:26][CH2:27][CH2:28]1. The yield is 0.430.